Predict the product of the given reaction. From a dataset of Forward reaction prediction with 1.9M reactions from USPTO patents (1976-2016). (1) Given the reactants [NH2:1][CH:2]([CH3:14])[CH2:3][NH:4][C:5]1[S:6][C:7]2[CH2:13][CH2:12][CH2:11][CH2:10][C:8]=2[N:9]=1.[BrH:15], predict the reaction product. The product is: [BrH:15].[NH2:1][CH:2]([CH3:14])[CH2:3][NH:4][C:5]1[S:6][C:7]2[CH2:13][CH2:12][CH2:11][CH2:10][C:8]=2[N:9]=1. (2) The product is: [ClH:30].[CH3:27][C:2]1([CH3:1])[CH2:7][C:6]([CH3:8])([CH3:9])[CH2:5][CH:4]([C:10]2[CH:15]=[CH:14][CH:13]=[CH:12][C:11]=2[N:16]2[CH2:21][CH2:20][N:19]([CH2:22][CH2:23][CH:24]([OH:26])[CH3:25])[CH2:18][CH2:17]2)[CH2:3]1. Given the reactants [CH3:1][C:2]1([CH3:27])[CH2:7][C:6]([CH3:9])([CH3:8])[CH2:5][CH:4]([C:10]2[CH:15]=[CH:14][CH:13]=[CH:12][C:11]=2[N:16]2[CH2:21][CH2:20][N:19]([CH2:22][CH2:23][C:24](=[O:26])[CH3:25])[CH2:18][CH2:17]2)[CH2:3]1.[BH4-].[Na+].[Cl-:30].[NH4+], predict the reaction product. (3) Given the reactants [Br:1][C:2]1[CH:3]=[C:4]2[C:9](=[CH:10][CH:11]=1)[CH2:8][CH:7]([NH2:12])[CH2:6][CH2:5]2.C(N(CC)CC)C.[C:20](O[C:20]([O:22][C:23]([CH3:26])([CH3:25])[CH3:24])=[O:21])([O:22][C:23]([CH3:26])([CH3:25])[CH3:24])=[O:21], predict the reaction product. The product is: [Br:1][C:2]1[CH:3]=[C:4]2[C:9](=[CH:10][CH:11]=1)[CH2:8][CH:7]([NH:12][C:20](=[O:21])[O:22][C:23]([CH3:26])([CH3:25])[CH3:24])[CH2:6][CH2:5]2. (4) Given the reactants C[N:2](C)[CH:3]=[O:4].S(Cl)([Cl:8])=O.[N:10]1[CH:15]=[CH:14][CH:13]=[CH:12][C:11]=1C(O)=O.[OH-].[Na+], predict the reaction product. The product is: [Cl:8][C:13]1[CH:14]=[CH:15][N:10]=[C:11]([C:3]([NH2:2])=[O:4])[CH:12]=1. (5) Given the reactants [N:1]1[CH:6]=[CH:5][CH:4]=[CH:3][C:2]=1[C:7]1[CH:8]=[CH:9][C:10](=O)[NH:11][N:12]=1.P12(SP3(SP(SP(S3)(S1)=S)(=S)S2)=S)=[S:15].O, predict the reaction product. The product is: [N:1]1[CH:6]=[CH:5][CH:4]=[CH:3][C:2]=1[C:7]1[CH:8]=[CH:9][C:10](=[S:15])[NH:11][N:12]=1. (6) Given the reactants [CH3:1][C:2]([CH3:28])([CH3:27])[CH2:3][CH:4]([NH:17][C:18]1[CH:26]=[CH:25][CH:24]=[CH:23][C:19]=1C(O)=O)[C:5]1[CH:9]=[C:8]([C:10]2[CH:15]=[CH:14][CH:13]=[CH:12][CH:11]=2)[O:7][C:6]=1[CH3:16].[CH3:29][NH:30][CH2:31][CH2:32][C:33]([O:35]CC)=[O:34].Cl.C(N=C=NCCCN(C)C)C.O.[OH:51][C:52]1C2N=NNC=2C=CC=1, predict the reaction product. The product is: [CH3:28][C:2]([CH3:1])([CH3:27])[CH2:3][CH:4]([NH:17][C:18]1[CH:19]=[CH:23][C:24]([C:52]([N:30]([CH3:29])[CH2:31][CH2:32][C:33]([OH:35])=[O:34])=[O:51])=[CH:25][CH:26]=1)[C:5]1[CH:9]=[C:8]([C:10]2[CH:15]=[CH:14][CH:13]=[CH:12][CH:11]=2)[O:7][C:6]=1[CH3:16]. (7) Given the reactants [C:1]1([C:7]2N=[CH:9][O:10][CH:11]=2)[CH:6]=[CH:5][CH:4]=[CH:3][CH:2]=1.C1(C#[C:19][C:20]([O:22][CH2:23][CH3:24])=[O:21])C=CC=CC=1, predict the reaction product. The product is: [CH2:23]([O:22][C:20]([C:19]1[C:7]([C:1]2[CH:6]=[CH:5][CH:4]=[CH:3][CH:2]=2)=[CH:11][O:10][CH:9]=1)=[O:21])[CH3:24]. (8) Given the reactants [CH2:1]([NH2:4])[CH2:2][NH2:3].[C:5]([C@@H:8]([NH:41][C:42]([CH2:44][CH2:45][CH2:46][CH2:47][CH2:48][CH2:49][CH2:50][CH2:51][CH2:52][CH2:53][CH2:54][CH2:55][CH2:56][CH2:57][CH2:58][CH2:59][C:60]([OH:62])=[O:61])=[O:43])[CH2:9][CH2:10][C:11](=[O:40])[NH:12][CH2:13][CH2:14][O:15][CH2:16][CH2:17][O:18][CH2:19][C:20](=[O:39])[NH:21][CH2:22][CH2:23][O:24][CH2:25][CH2:26][O:27][CH2:28][C:29](ON1C(=O)CCC1=O)=[O:30])([OH:7])=[O:6], predict the reaction product. The product is: [NH2:3][CH2:2][CH2:1][NH:4][C:29]([CH2:28][O:27][CH2:26][CH2:25][O:24][CH2:23][CH2:22][NH:21][C:20]([CH2:19][O:18][CH2:17][CH2:16][O:15][CH2:14][CH2:13][NH:12][C:11]([CH2:10][CH2:9][C@H:8]([NH:41][C:42]([CH2:44][CH2:45][CH2:46][CH2:47][CH2:48][CH2:49][CH2:50][CH2:51][CH2:52][CH2:53][CH2:54][CH2:55][CH2:56][CH2:57][CH2:58][CH2:59][C:60]([OH:62])=[O:61])=[O:43])[C:5]([OH:7])=[O:6])=[O:40])=[O:39])=[O:30]. (9) Given the reactants [CH2:1]([N:8]1[CH2:12][CH2:11][N:10]([C@@H:13]([C:55]([CH3:58])([CH3:57])[CH3:56])[C:14]([NH:16][C@@H:17]([CH2:48][C:49]2[CH:54]=[CH:53][CH:52]=[CH:51][CH:50]=2)[C@@H:18]([OH:47])[CH2:19][C@@H:20]([NH:34][C:35]([C@@H:37]([NH:42][C:43](=[O:46])[O:44][CH3:45])[C:38]([CH3:41])([CH3:40])[CH3:39])=[O:36])[CH2:21][C:22]2[CH:27]=[CH:26][C:25]([C:28]3[CH:33]=[CH:32][CH:31]=[CH:30][N:29]=3)=[CH:24][CH:23]=2)=[O:15])[C:9]1=[O:59])[C:2]1[CH:7]=[CH:6][CH:5]=[CH:4][CH:3]=1.[C:60]([O:64][C:65]([NH:67][C@H:68]([C:70](O)=[O:71])[CH3:69])=[O:66])([CH3:63])([CH3:62])[CH3:61].Cl.CN(C)CCCN=C=NCC, predict the reaction product. The product is: [C:60]([O:64][C:65]([NH:67][C@H:68]([C:70]([O:47][C@H:18]([C@@H:17]([NH:16][C:14](=[O:15])[C@@H:13]([N:10]1[CH2:11][CH2:12][N:8]([CH2:1][C:2]2[CH:3]=[CH:4][CH:5]=[CH:6][CH:7]=2)[C:9]1=[O:59])[C:55]([CH3:58])([CH3:57])[CH3:56])[CH2:48][C:49]1[CH:54]=[CH:53][CH:52]=[CH:51][CH:50]=1)[CH2:19][C@@H:20]([NH:34][C:35](=[O:36])[C@H:37]([C:38]([CH3:41])([CH3:40])[CH3:39])[NH:42][C:43]([O:44][CH3:45])=[O:46])[CH2:21][C:22]1[CH:27]=[CH:26][C:25]([C:28]2[CH:33]=[CH:32][CH:31]=[CH:30][N:29]=2)=[CH:24][CH:23]=1)=[O:71])[CH3:69])=[O:66])([CH3:62])([CH3:63])[CH3:61].